From a dataset of Full USPTO retrosynthesis dataset with 1.9M reactions from patents (1976-2016). Predict the reactants needed to synthesize the given product. (1) Given the product [SH:8][C@H:9]1[CH2:13][N:12]([S:14]([C:17]2[CH:26]=[CH:25][C:24]3[C:19](=[CH:20][CH:21]=[CH:22][CH:23]=3)[CH:18]=2)(=[O:15])=[O:16])[C@H:11]([C:27]([NH:29][NH2:30])=[O:28])[CH2:10]1, predict the reactants needed to synthesize it. The reactants are: COC1C=CC(C[S:8][C@H:9]2[CH2:13][N:12]([S:14]([C:17]3[CH:26]=[CH:25][C:24]4[C:19](=[CH:20][CH:21]=[CH:22][CH:23]=4)[CH:18]=3)(=[O:16])=[O:15])[C@H:11]([C:27]([NH:29][NH2:30])=[O:28])[CH2:10]2)=CC=1. (2) Given the product [CH3:9][O:10][C:11](=[O:12])[C:6]1[CH:5]=[C:4]([N+:14]([O-:16])=[O:15])[CH:3]=[C:2]([CH3:1])[C:7]=1[NH2:8], predict the reactants needed to synthesize it. The reactants are: [CH3:1][C:2]1[C:7]2[NH:8][C:9](=O)[O:10][C:11](=[O:12])[C:6]=2[CH:5]=[C:4]([N+:14]([O-:16])=[O:15])[CH:3]=1.C[O-].[Na+].[NH4+].[Cl-]. (3) The reactants are: [Cl:1][C:2]1[CH:3]=[C:4]([NH:19][C:20]2[C:30]3[CH:29]=[C:28]([C:31]([OH:33])=O)[CH2:27][CH2:26][NH:25][C:24]=3[N:23]=[CH:22][N:21]=2)[CH:5]=[CH:6][C:7]=1[O:8][C:9]1[CH:14]=[CH:13][CH:12]=[C:11]([C:15]([F:18])([F:17])[F:16])[CH:10]=1.[CH3:34][O:35][CH2:36][CH2:37][NH2:38].ON1C2C=CC=CC=2N=N1.Cl.C(N=C=NCCCN(C)C)C. Given the product [Cl:1][C:2]1[CH:3]=[C:4]([NH:19][C:20]2[C:30]3[CH:29]=[C:28]([C:31]([NH:38][CH2:37][CH2:36][O:35][CH3:34])=[O:33])[CH2:27][CH2:26][NH:25][C:24]=3[N:23]=[CH:22][N:21]=2)[CH:5]=[CH:6][C:7]=1[O:8][C:9]1[CH:14]=[CH:13][CH:12]=[C:11]([C:15]([F:16])([F:17])[F:18])[CH:10]=1, predict the reactants needed to synthesize it. (4) Given the product [C:32]1([CH3:35])[CH:31]=[CH:30][C:29]([S:26]([OH:27])(=[O:28])=[O:47])=[CH:34][CH:33]=1.[CH3:1][C:2]1[C:6]([C:7]2[CH:12]=[CH:11][CH:10]=[CH:9][CH:8]=2)=[C:5]([CH3:13])[N:4]([C:14]2[CH:19]=[CH:18][C:17]([CH2:20][CH2:21][NH:22][C:23]([NH:25][S:26]([C:29]3[CH:34]=[CH:33][CH:32]=[CH:31][CH:30]=3)(=[O:27])=[O:28])=[O:24])=[CH:16][CH:15]=2)[N:3]=1, predict the reactants needed to synthesize it. The reactants are: [CH3:1][C:2]1[C:6]([C:7]2[CH:12]=[CH:11][CH:10]=[CH:9][CH:8]=2)=[C:5]([CH3:13])[N:4]([C:14]2[CH:19]=[CH:18][C:17]([CH2:20][CH2:21][NH:22][C:23]([NH:25][S:26]([C:29]3[CH:34]=[CH:33][C:32]([CH3:35])=[CH:31][CH:30]=3)(=[O:28])=[O:27])=[O:24])=[CH:16][CH:15]=2)[N:3]=1.ClCCl.C(N(CC)CC)C.C(Cl)(=O)[O:47]C1C=CC=CC=1. (5) Given the product [C:27]1([C:7]([C:1]2[CH:6]=[CH:5][CH:4]=[CH:3][CH:2]=2)=[CH:8][CH2:9][N:10]2[CH2:11][CH2:12][N:13]([C:16]3[CH:17]=[CH:18][C:19]([C:20]([OH:22])=[O:21])=[CH:25][CH:26]=3)[CH2:14][CH2:15]2)[CH:28]=[CH:29][CH:30]=[CH:31][CH:32]=1, predict the reactants needed to synthesize it. The reactants are: [C:1]1([C:7]([C:27]2[CH:32]=[CH:31][CH:30]=[CH:29][CH:28]=2)=[CH:8][CH2:9][N:10]2[CH2:15][CH2:14][N:13]([C:16]3[CH:26]=[CH:25][C:19]([C:20]([O:22]CC)=[O:21])=[CH:18][CH:17]=3)[CH2:12][CH2:11]2)[CH:6]=[CH:5][CH:4]=[CH:3][CH:2]=1.O.[OH-].[Li+].Cl. (6) Given the product [CH2:25]1[C@H:30]([NH2:31])[C@@H:29]([O:32][C@H:33]2[O:38][C@H:37]([CH2:39][NH2:40])[C@@H:36]([OH:41])[C@H:35]([OH:42])[C@H:34]2[OH:43])[C@H:28]([OH:44])[C@@H:27]([O:45][C@H:46]2[O:51][C@H:50]([CH2:52][OH:53])[C@@H:49]([OH:54])[C@H:48]([NH2:55])[C@H:47]2[OH:56])[C@@H:26]1[NH2:57].[CH3:1][CH:2]([S:6][C@@H:5]1[O:61][C@H:60]([CH2:59][OH:58])[C@H:62]([OH:63])[C@H:64]([OH:65])[C@H:66]1[OH:67])[CH3:3], predict the reactants needed to synthesize it. The reactants are: [CH3:1][C:2]1(C)[S:6][C@@H:5]2[C@H](NC([C@H](N)C3C=CC=CC=3)=O)C(=O)N2[C@H:3]1C(O)=O.[CH2:25]1[C@H:30]([NH2:31])[C@@H:29]([O:32][C@H:33]2[O:38][C@H:37]([CH2:39][NH2:40])[C@@H:36]([OH:41])[C@H:35]([OH:42])[C@H:34]2[OH:43])[C@H:28]([OH:44])[C@@H:27]([O:45][C@H:46]2[O:51][C@H:50]([CH2:52][OH:53])[C@@H:49]([OH:54])[C@H:48]([NH2:55])[C@H:47]2[OH:56])[C@@H:26]1[NH2:57].[O:58]=[CH:59][C@@H:60]([C@H:62]([C@H:64]([CH2:66][OH:67])[OH:65])[OH:63])[OH:61]. (7) Given the product [Cl:1][C:2]1[C:7]([NH:8][C:9]2[CH:17]=[C:16]3[C:12]([C:13]([CH2:31][NH:41][CH2:39][CH3:40])=[CH:14][N:15]3[S:18]([C:21]3[CH:26]=[CH:25][CH:24]=[C:23]([C:27]([F:30])([F:28])[F:29])[CH:22]=3)(=[O:19])=[O:20])=[CH:11][CH:10]=2)=[CH:6][CH:5]=[C:4]([O:33][CH3:34])[N:3]=1, predict the reactants needed to synthesize it. The reactants are: [Cl:1][C:2]1[C:7]([NH:8][C:9]2[CH:17]=[C:16]3[C:12]([C:13]([CH:31]=O)=[CH:14][N:15]3[S:18]([C:21]3[CH:26]=[CH:25][CH:24]=[C:23]([C:27]([F:30])([F:29])[F:28])[CH:22]=3)(=[O:20])=[O:19])=[CH:11][CH:10]=2)=[CH:6][CH:5]=[C:4]([O:33][CH3:34])[N:3]=1.C([BH3-])#N.[Na+].[CH2:39]([NH2:41])[CH3:40].CO.C(=O)(O)[O-].[Na+]. (8) Given the product [NH:9]1[C:4]2[C:5](=[CH:6][CH:1]=[CH:2][CH:3]=2)[CH:7]=[C:8]1[NH2:29], predict the reactants needed to synthesize it. The reactants are: [CH:1]1[CH:2]=[CH:3][C:4]2[NH:9][CH:8]=[C:7](C[C@@H](N)C(O)=O)[C:5]=2[CH:6]=1.O=C1O[C@H]([C@H](CO)O)C([O-])=C1O.C[N:29](C1C=CC2N=C3C(=CC(C=C3)=[N+](C)C)SC=2C=1)C.